The task is: Regression. Given two drug SMILES strings and cell line genomic features, predict the synergy score measuring deviation from expected non-interaction effect.. This data is from NCI-60 drug combinations with 297,098 pairs across 59 cell lines. (1) Drug 1: C1=CC=C(C(=C1)C(C2=CC=C(C=C2)Cl)C(Cl)Cl)Cl. Drug 2: N.N.Cl[Pt+2]Cl. Cell line: SK-MEL-28. Synergy scores: CSS=21.6, Synergy_ZIP=0.273, Synergy_Bliss=-0.614, Synergy_Loewe=-16.9, Synergy_HSA=-2.47. (2) Drug 2: C(CCl)NC(=O)N(CCCl)N=O. Cell line: 786-0. Synergy scores: CSS=11.2, Synergy_ZIP=1.84, Synergy_Bliss=8.28, Synergy_Loewe=4.12, Synergy_HSA=6.51. Drug 1: COC1=C2C(=CC3=C1OC=C3)C=CC(=O)O2. (3) Drug 1: C1=CC(=CC=C1CCC2=CNC3=C2C(=O)NC(=N3)N)C(=O)NC(CCC(=O)O)C(=O)O. Drug 2: CCCCCOC(=O)NC1=NC(=O)N(C=C1F)C2C(C(C(O2)C)O)O. Cell line: HL-60(TB). Synergy scores: CSS=31.1, Synergy_ZIP=-2.71, Synergy_Bliss=-8.71, Synergy_Loewe=-41.4, Synergy_HSA=-8.88. (4) Drug 1: CCC1=CC2CC(C3=C(CN(C2)C1)C4=CC=CC=C4N3)(C5=C(C=C6C(=C5)C78CCN9C7C(C=CC9)(C(C(C8N6C)(C(=O)OC)O)OC(=O)C)CC)OC)C(=O)OC.C(C(C(=O)O)O)(C(=O)O)O. Drug 2: C1=C(C(=O)NC(=O)N1)N(CCCl)CCCl. Synergy scores: CSS=67.7, Synergy_ZIP=-4.17, Synergy_Bliss=-8.91, Synergy_Loewe=-8.44, Synergy_HSA=-6.07. Cell line: MOLT-4. (5) Drug 1: CNC(=O)C1=CC=CC=C1SC2=CC3=C(C=C2)C(=NN3)C=CC4=CC=CC=N4. Drug 2: COC1=C(C=C2C(=C1)N=CN=C2NC3=CC(=C(C=C3)F)Cl)OCCCN4CCOCC4. Cell line: RXF 393. Synergy scores: CSS=30.3, Synergy_ZIP=-3.18, Synergy_Bliss=3.61, Synergy_Loewe=3.78, Synergy_HSA=4.34. (6) Drug 1: C1=CC=C(C(=C1)C(C2=CC=C(C=C2)Cl)C(Cl)Cl)Cl. Drug 2: CN(CC1=CN=C2C(=N1)C(=NC(=N2)N)N)C3=CC=C(C=C3)C(=O)NC(CCC(=O)O)C(=O)O. Cell line: OVCAR-5. Synergy scores: CSS=26.0, Synergy_ZIP=0.682, Synergy_Bliss=-0.130, Synergy_Loewe=-52.2, Synergy_HSA=-2.87. (7) Drug 1: CN1C2=C(C=C(C=C2)N(CCCl)CCCl)N=C1CCCC(=O)O.Cl. Drug 2: COCCOC1=C(C=C2C(=C1)C(=NC=N2)NC3=CC=CC(=C3)C#C)OCCOC.Cl. Cell line: IGROV1. Synergy scores: CSS=8.00, Synergy_ZIP=-1.38, Synergy_Bliss=2.43, Synergy_Loewe=-8.94, Synergy_HSA=0.0654. (8) Drug 1: C1CC(=O)NC(=O)C1N2CC3=C(C2=O)C=CC=C3N. Drug 2: C1CN1P(=S)(N2CC2)N3CC3. Cell line: KM12. Synergy scores: CSS=13.9, Synergy_ZIP=-2.32, Synergy_Bliss=-1.51, Synergy_Loewe=-7.41, Synergy_HSA=0.594. (9) Synergy scores: CSS=6.04, Synergy_ZIP=-1.36, Synergy_Bliss=1.13, Synergy_Loewe=0.0132, Synergy_HSA=-0.0845. Drug 2: B(C(CC(C)C)NC(=O)C(CC1=CC=CC=C1)NC(=O)C2=NC=CN=C2)(O)O. Drug 1: CN1CCC(CC1)COC2=C(C=C3C(=C2)N=CN=C3NC4=C(C=C(C=C4)Br)F)OC. Cell line: T-47D. (10) Drug 1: C1CCC(CC1)NC(=O)N(CCCl)N=O. Drug 2: C(CC(=O)O)C(=O)CN.Cl. Cell line: ACHN. Synergy scores: CSS=7.06, Synergy_ZIP=-2.21, Synergy_Bliss=-0.449, Synergy_Loewe=-1.11, Synergy_HSA=-1.24.